From a dataset of Full USPTO retrosynthesis dataset with 1.9M reactions from patents (1976-2016). Predict the reactants needed to synthesize the given product. (1) Given the product [CH3:22][C@H:17]1[N:18]([CH3:21])[CH2:19][CH2:20][N:15]([CH:13]2[CH2:12][N:11]([C:9]3[N:10]=[C:5]([CH:4]=[O:3])[CH:6]=[CH:7][C:8]=3[F:23])[CH2:14]2)[CH2:16]1, predict the reactants needed to synthesize it. The reactants are: C([O:3][CH:4](OCC)[C:5]1[N:10]=[C:9]([N:11]2[CH2:14][CH:13]([N:15]3[CH2:20][CH2:19][N:18]([CH3:21])[C@H:17]([CH3:22])[CH2:16]3)[CH2:12]2)[C:8]([F:23])=[CH:7][CH:6]=1)C. (2) Given the product [F:12][C:3]1[C:4]([O:8][CH2:9][O:10][CH3:11])=[CH:5][CH:6]=[CH:7][C:2]=1[C:17]1[CH:18]=[CH:19][C:14]([F:13])=[CH:15][CH:16]=1, predict the reactants needed to synthesize it. The reactants are: Br[C:2]1[CH:7]=[CH:6][CH:5]=[C:4]([O:8][CH2:9][O:10][CH3:11])[C:3]=1[F:12].[F:13][C:14]1[CH:19]=[CH:18][C:17](B(O)O)=[CH:16][CH:15]=1.C(=O)([O-])[O-].[Na+].[Na+].C1(P(C2CCCCC2)C2C=CC=CC=2C2C(OC)=CC=CC=2OC)CCCCC1.